From a dataset of Forward reaction prediction with 1.9M reactions from USPTO patents (1976-2016). Predict the product of the given reaction. Given the reactants BrC1[CH:3]=[N:4]C=C(Cl)C=1C=O.S1C=CN=C1S.[Cl:17][C:18]1C=N[CH:21]=[C:22]([S:26][C:27]2[S:28][CH:29]=[CH:30][N:31]=2)[C:23]=1[CH:24]=[O:25], predict the reaction product. The product is: [Cl:17][C:18]1[C:23]([CH:24]=[O:25])=[C:22]([S:26][C:27]2[S:28][CH:29]=[CH:30][N:31]=2)[CH:21]=[CH:3][N:4]=1.